Dataset: Reaction yield outcomes from USPTO patents with 853,638 reactions. Task: Predict the reaction yield, written as a fraction of the theoretical maximum amount of product (1.0 means a 100% yield; for example, 0.34 means a 34% yield). (1) The yield is 0.590. The product is [CH:1]1([C@@H:15]2[CH2:16][CH2:17][N:18]([C:21]([O:23][CH2:24][C:25]3[CH:30]=[CH:29][CH:28]=[CH:27][CH:26]=3)=[O:22])[CH2:19][C@H:20]2[NH:14][P:9]([O:8][CH2:6][CH3:7])([O:11][CH2:12][CH3:13])=[O:10])[CH2:3][CH2:2]1. The reactants are [CH:1]1([Mg]Br)[CH2:3][CH2:2]1.[CH2:6]([O:8][P:9]([N:14]1[CH:20]2[CH:15]1[CH2:16][CH2:17][N:18]([C:21]([O:23][CH2:24][C:25]1[CH:30]=[CH:29][CH:28]=[CH:27][CH:26]=1)=[O:22])[CH2:19]2)([O:11][CH2:12][CH3:13])=[O:10])[CH3:7].O. The catalyst is C1COCC1. (2) The reactants are [Cl:1][C:2]1[C:3]2[CH2:11][CH2:10][N:9]([C:12]([C:14]3[CH:19]=[CH:18][CH:17]=[C:16]([C:20]([F:23])([F:22])[F:21])[C:15]=3[Cl:24])=[O:13])[CH2:8][C:4]=2[N:5]=[CH:6][N:7]=1.ClC1C(C(F)(F)F)=CC=CC=1C(O)=O.CCN=C=NCCCN(C)C.[CH:50]1[CH:51]=[CH:52][C:53]2[N:58]([OH:59])[N:57]=[N:56][C:54]=2[CH:55]=1. The catalyst is C(Cl)Cl.CCOC(C)=O.CCCCCC. The product is [Cl:1][C:2]1[C:3]2[CH2:11][CH2:10][N:9]([C:12]([C:14]3[CH:19]=[CH:18][CH:17]=[C:16]([C:20]([F:23])([F:21])[F:22])[C:15]=3[Cl:24])=[O:13])[CH2:8][C:4]=2[N:5]=[CH:6][N:7]=1.[N:58]1([O:59][C:2]2[C:3]3[CH2:11][CH2:10][N:9]([C:12]([C:14]4[CH:19]=[CH:18][CH:17]=[C:16]([C:20]([F:23])([F:22])[F:21])[C:15]=4[Cl:24])=[O:13])[CH2:8][C:4]=3[N:5]=[CH:6][N:7]=2)[C:53]2[CH:52]=[CH:51][CH:50]=[CH:55][C:54]=2[N:56]=[N:57]1. The yield is 0.390. (3) The reactants are [NH2:1][C:2]1[CH:7]=[CH:6][C:5]([NH:8][C:9](=[O:15])[O:10][C:11]([CH3:14])([CH3:13])[CH3:12])=[CH:4][C:3]=1[S:16]([NH2:19])(=[O:18])=[O:17].CS[C:22](SC)=[C:23]1[C:32](=[O:33])[C:31]2[C:26](=[CH:27][CH:28]=[CH:29][CH:30]=2)[N:25]([NH:34][CH2:35][CH:36]2[CH2:38][CH2:37]2)[C:24]1=[O:39]. The catalyst is O1CCOCC1. The product is [CH:36]1([CH2:35][NH:34][N:25]2[C:26]3[C:31](=[CH:30][CH:29]=[CH:28][CH:27]=3)[C:32]([OH:33])=[C:23]([C:22]3[NH:1][C:2]4[CH:7]=[CH:6][C:5]([NH:8][C:9](=[O:15])[O:10][C:11]([CH3:13])([CH3:14])[CH3:12])=[CH:4][C:3]=4[S:16](=[O:17])(=[O:18])[N:19]=3)[C:24]2=[O:39])[CH2:37][CH2:38]1. The yield is 0.510. (4) The reactants are Cl[C:2]1[CH2:7][CH2:6][CH2:5][CH2:4][C:3]=1[C:8]#[N:9].C(=O)([O-])[O-].[K+].[K+].[SH:16][CH2:17][C:18]([O:20][CH2:21][CH3:22])=[O:19]. The catalyst is C(O)C.O1CCCC1. The product is [NH2:9][C:8]1[C:3]2[CH2:4][CH2:5][CH2:6][CH2:7][C:2]=2[S:16][C:17]=1[C:18]([O:20][CH2:21][CH3:22])=[O:19]. The yield is 0.500.